Dataset: Full USPTO retrosynthesis dataset with 1.9M reactions from patents (1976-2016). Task: Predict the reactants needed to synthesize the given product. Given the product [Cl:1][C:2]1[C:3]([O:19][CH2:22][O:23][CH3:24])=[CH:4][CH:5]=[CH:6][C:7]=1[O:8][Si:9]([CH:13]([CH3:15])[CH3:14])([CH:16]([CH3:18])[CH3:17])[CH:10]([CH3:11])[CH3:12], predict the reactants needed to synthesize it. The reactants are: [Cl:1][C:2]1[C:7]([O:8][Si:9]([CH:16]([CH3:18])[CH3:17])([CH:13]([CH3:15])[CH3:14])[CH:10]([CH3:12])[CH3:11])=[CH:6][CH:5]=[CH:4][C:3]=1[OH:19].[H-].[Na+].[CH2:22](Cl)[O:23][CH3:24].